From a dataset of Catalyst prediction with 721,799 reactions and 888 catalyst types from USPTO. Predict which catalyst facilitates the given reaction. (1) Reactant: [CH3:1][NH:2][C:3]1[CH:10]=[C:9]([CH2:11][CH2:12][N:13]2[CH2:18][CH2:17][NH:16][CH2:15][CH2:14]2)[CH:8]=[CH:7][C:4]=1[C:5]#[N:6].[O:19]=[C:20]1[C:24]2[CH:25]=[CH:26][C:27]([CH2:29][CH:30]=O)=[CH:28][C:23]=2[CH2:22][O:21]1.[BH-](OC(C)=O)(OC(C)=O)OC(C)=O.[Na+]. Product: [CH3:1][NH:2][C:3]1[CH:10]=[C:9]([CH2:11][CH2:12][N:13]2[CH2:14][CH2:15][N:16]([CH2:30][CH2:29][C:27]3[CH:26]=[CH:25][C:24]4[C:20](=[O:19])[O:21][CH2:22][C:23]=4[CH:28]=3)[CH2:17][CH2:18]2)[CH:8]=[CH:7][C:4]=1[C:5]#[N:6]. The catalyst class is: 2. (2) Reactant: [C:1]([C:4]1[C:13]2[O:12][CH2:11][C:10](=[O:14])[NH:9][C:8]=2[CH:7]=[C:6]([O:15][CH2:16][C:17]2[CH:22]=[CH:21][CH:20]=[CH:19][CH:18]=2)[CH:5]=1)(=[O:3])[CH3:2].[Br-:23].[Br-].[Br-].C([N+](CCCC)(CCCC)CCCC)CCC.C([N+](CCCC)(CCCC)CCCC)CCC.C([N+](CCCC)(CCCC)CCCC)CCC.O. Product: [Br:23][CH2:2][C:1]([C:4]1[C:13]2[O:12][CH2:11][C:10](=[O:14])[NH:9][C:8]=2[CH:7]=[C:6]([O:15][CH2:16][C:17]2[CH:22]=[CH:21][CH:20]=[CH:19][CH:18]=2)[CH:5]=1)=[O:3]. The catalyst class is: 169. (3) Reactant: C[O:2][C:3]([CH2:5][C:6]1[C:15]2[CH2:14][CH2:13][CH2:12][CH2:11][C:10]=2[C:9](=[O:16])[NH:8][N:7]=1)=O.[BH4-].[Na+].Cl. Product: [OH:2][CH2:3][CH2:5][C:6]1[C:15]2[CH2:14][CH2:13][CH2:12][CH2:11][C:10]=2[C:9](=[O:16])[NH:8][N:7]=1. The catalyst class is: 7. (4) Reactant: Cl[C:2]1[N:3]([CH2:18][C:19]2[CH:24]=[CH:23][C:22]([C:25]3[CH:30]=[CH:29][CH:28]=[C:27]([F:31])[N:26]=3)=[CH:21][CH:20]=2)[N:4]=[C:5]2[C:10]=1[C:9](=[O:11])[N:8]([CH3:12])[C:7](=[O:13])[N:6]2[CH2:14][CH:15]([CH3:17])[CH3:16].C(=O)([O-])[O-].[K+].[K+].[C:38]1([OH:44])[CH:43]=[CH:42][CH:41]=[CH:40][CH:39]=1.O1CCOCC1. Product: [F:31][C:27]1[N:26]=[C:25]([C:22]2[CH:23]=[CH:24][C:19]([CH2:18][N:3]3[C:2]([O:44][C:38]4[CH:43]=[CH:42][CH:41]=[CH:40][CH:39]=4)=[C:10]4[C:5]([N:6]([CH2:14][CH:15]([CH3:17])[CH3:16])[C:7](=[O:13])[N:8]([CH3:12])[C:9]4=[O:11])=[N:4]3)=[CH:20][CH:21]=2)[CH:30]=[CH:29][CH:28]=1. The catalyst class is: 3. (5) Reactant: C(=O)([O-])[O-].[K+].[K+].[CH2:7]([N:11]([CH2:40][CH2:41][CH2:42][CH3:43])[CH2:12][CH2:13][S:14]([NH:17][C:18]1[CH:23]=[CH:22][C:21]([C:24]([C:26]2[N:34]3[C:29]([CH:30]=[CH:31][CH:32]=[CH:33]3)=[C:28]([O:35][CH3:36])[C:27]=2[CH3:37])=[O:25])=[CH:20][C:19]=1[O:38][CH3:39])(=[O:16])=[O:15])[CH2:8][CH2:9][CH3:10].Br[CH2:45][C:46]([O:48][CH2:49][C:50]1[CH:55]=[CH:54][CH:53]=[CH:52][CH:51]=1)=[O:47].O. Product: [CH2:7]([N:11]([CH2:40][CH2:41][CH2:42][CH3:43])[CH2:12][CH2:13][S:14]([N:17]([CH2:45][C:46]([O:48][CH2:49][C:50]1[CH:55]=[CH:54][CH:53]=[CH:52][CH:51]=1)=[O:47])[C:18]1[CH:23]=[CH:22][C:21]([C:24]([C:26]2[N:34]3[C:29]([CH:30]=[CH:31][CH:32]=[CH:33]3)=[C:28]([O:35][CH3:36])[C:27]=2[CH3:37])=[O:25])=[CH:20][C:19]=1[O:38][CH3:39])(=[O:16])=[O:15])[CH2:8][CH2:9][CH3:10]. The catalyst class is: 42. (6) Reactant: [CH3:1][C@H:2]1[CH2:7][N:6]([CH2:8][C:9]2[CH:18]=[N:17][C:16]3[NH:15][C:14](=[O:19])[N:13]4[N:20]=[CH:21][N:22]=[C:12]4[C:11]=3[CH:10]=2)[CH2:5][C@@H:4]([CH3:23])[O:3]1.[F:24][C:25]([F:36])([F:35])[O:26][C:27]1[CH:34]=[CH:33][C:30]([CH2:31]Br)=[CH:29][CH:28]=1.C(=O)([O-])[O-].[K+].[K+]. Product: [CH3:1][C@H:2]1[CH2:7][N:6]([CH2:8][C:9]2[CH:18]=[N:17][C:16]3[N:15]([CH2:31][C:30]4[CH:33]=[CH:34][C:27]([O:26][C:25]([F:24])([F:35])[F:36])=[CH:28][CH:29]=4)[C:14](=[O:19])[N:13]4[N:20]=[CH:21][N:22]=[C:12]4[C:11]=3[CH:10]=2)[CH2:5][C@@H:4]([CH3:23])[O:3]1. The catalyst class is: 3. (7) The catalyst class is: 7. Product: [F:26][C:5]1[S:1][C:2]([C:6]2[S:7][CH:8]=[CH:9][CH:10]=2)=[CH:3][CH:4]=1. Reactant: [S:1]1[CH:5]=[CH:4][CH:3]=[C:2]1[C:6]1[S:7][CH:8]=[CH:9][CH:10]=1.C([Li])CCC.C1C=CC(S(N(S(C2C=CC=CC=2)(=O)=O)[F:26])(=O)=O)=CC=1.